This data is from Reaction yield outcomes from USPTO patents with 853,638 reactions. The task is: Predict the reaction yield, written as a fraction of the theoretical maximum amount of product (1.0 means a 100% yield; for example, 0.34 means a 34% yield). (1) The reactants are [Br:1][C:2]1[C:11]2[C:6](=[C:7]([C:14]#[N:15])[CH:8]=[C:9]([O:12]C)[CH:10]=2)[C:5](=[O:16])[N:4]([C:17]2[CH:22]=[CH:21][C:20]([O:23]C)=[CH:19][CH:18]=2)[CH:3]=1.B(Br)(Br)Br. The catalyst is O. The product is [Br:1][C:2]1[C:11]2[C:6](=[C:7]([C:14]#[N:15])[CH:8]=[C:9]([OH:12])[CH:10]=2)[C:5](=[O:16])[N:4]([C:17]2[CH:22]=[CH:21][C:20]([OH:23])=[CH:19][CH:18]=2)[CH:3]=1. The yield is 0.360. (2) The reactants are [CH2:1]([N:6]1[C:14]2[N:13]=[CH:12][N:11]([CH2:15][CH:16]=[CH2:17])[C:10]=2[C:9](=[O:18])[NH:8][C:7]1=[O:19])[CH2:2][CH2:3][CH2:4][CH3:5].CI.[C:22](=O)([O-])[O-].[K+].[K+]. The catalyst is CN(C=O)C. The product is [CH3:22][N:8]1[C:9](=[O:18])[C:10]2[N:11]([CH2:15][CH:16]=[CH2:17])[CH:12]=[N:13][C:14]=2[N:6]([CH2:1][CH2:2][CH2:3][CH2:4][CH3:5])[C:7]1=[O:19]. The yield is 1.00.